The task is: Predict which catalyst facilitates the given reaction.. This data is from Catalyst prediction with 721,799 reactions and 888 catalyst types from USPTO. (1) Reactant: [F:1][C:2]1[CH:7]=[C:6]([CH:8]2[CH2:12][CH2:11][O:10][CH2:9]2)[C:5]([OH:13])=[C:4]([CH3:14])[CH:3]=1.Br[CH2:16][C:17]([O:19][CH3:20])=[O:18].C(=O)([O-])[O-].[Cs+].[Cs+].C(=O)([O-])O.[Na+]. Product: [F:1][C:2]1[CH:7]=[C:6]([CH:8]2[CH2:12][CH2:11][O:10][CH2:9]2)[C:5]([O:13][CH2:16][C:17]([O:19][CH3:20])=[O:18])=[C:4]([CH3:14])[CH:3]=1. The catalyst class is: 10. (2) Reactant: [BH4-].[Na+].Cl.[CH2:4]([N:11]1[CH2:16][CH2:15][CH:14]([C:17](OCC)=[O:18])[C:13](=[O:22])[CH2:12]1)[C:5]1[CH:10]=[CH:9][CH:8]=[CH:7][CH:6]=1.O. Product: [CH2:4]([N:11]1[CH2:16][CH2:15][CH:14]([CH2:17][OH:18])[CH:13]([OH:22])[CH2:12]1)[C:5]1[CH:6]=[CH:7][CH:8]=[CH:9][CH:10]=1. The catalyst class is: 5. (3) Product: [O:1]=[C:2]1[C:11]2[C:6](=[CH:7][CH:8]=[CH:9][CH:10]=2)[O:5][C@@H:4]([CH2:12][NH:13][C:14](=[O:16])[CH3:15])[CH2:3]1. The catalyst class is: 11. Reactant: [O:1]=[C:2]1[C:11]2[C:6](=[CH:7][CH:8]=[CH:9][CH:10]=2)[O:5][CH:4]([CH2:12][NH:13][C:14](=[O:16])[CH3:15])[CH2:3]1.[H][H]. (4) Reactant: C(OC([N:8]1[C:16]2[C:11](=[CH:12][CH:13]=[CH:14][CH:15]=2)[C:10]([CH:17]([CH3:20])[C:18]#[N:19])=[CH:9]1)=O)(C)(C)C.C(O)(C(F)(F)F)=O. Product: [NH:8]1[C:16]2[C:11](=[CH:12][CH:13]=[CH:14][CH:15]=2)[C:10]([CH:17]([CH3:20])[C:18]#[N:19])=[CH:9]1. The catalyst class is: 2. (5) Reactant: [Cl-].O[NH3+:3].[C:4](=[O:7])([O-])[OH:5].[Na+].CS(C)=O.[O:13]1[C:17]2([CH2:22][CH2:21][CH:20]([N:23]3[C:28](=[O:29])[C:27]([CH2:30][C:31]4[CH:36]=[CH:35][C:34]([C:37]5[C:38]([C:43]#[N:44])=[CH:39][CH:40]=[CH:41][CH:42]=5)=[CH:33][CH:32]=4)=[C:26]([CH2:45][CH2:46][CH3:47])[N:25]4[N:48]=[C:49]([C:51]([F:54])([F:53])[F:52])[N:50]=[C:24]34)[CH2:19][CH2:18]2)[O:16][CH2:15][CH2:14]1. The catalyst class is: 13. Product: [O:13]1[C:17]2([CH2:18][CH2:19][CH:20]([N:23]3[C:28](=[O:29])[C:27]([CH2:30][C:31]4[CH:32]=[CH:33][C:34]([C:37]5[CH:42]=[CH:41][CH:40]=[CH:39][C:38]=5[C:43]5[NH:3][C:4](=[O:7])[O:5][N:44]=5)=[CH:35][CH:36]=4)=[C:26]([CH2:45][CH2:46][CH3:47])[N:25]4[N:48]=[C:49]([C:51]([F:54])([F:53])[F:52])[N:50]=[C:24]34)[CH2:21][CH2:22]2)[O:16][CH2:15][CH2:14]1. (6) Reactant: [Br:1][C:2]1[CH:7]=[CH:6][C:5]([OH:8])=[CH:4][C:3]=1[F:9].[C:10]([O-])([O-])=O.[K+].[K+].S(OC)(OC)(=O)=O. Product: [Br:1][C:2]1[CH:7]=[CH:6][C:5]([O:8][CH3:10])=[CH:4][C:3]=1[F:9]. The catalyst class is: 21. (7) The catalyst class is: 93. Reactant: [Br:1][C:2]1[CH:3]=[C:4]([OH:10])[C:5](=[CH:7][C:8]=1[Br:9])[OH:6].O=P12OP3(OP(OP(O3)(O1)=O)(=O)O2)=O.[CH3:25][C:26]([CH3:28])=O.[OH-].[Na+]. Product: [Br:1][C:2]1[C:8]([Br:9])=[CH:7][C:5]2[O:6][C:26]([CH3:28])([CH3:25])[O:10][C:4]=2[CH:3]=1. (8) Reactant: C([O:8][C:9]([CH:11]1[CH2:23][C:22]2[C:21]3[C:16](=[C:17]([Cl:24])[CH:18]=[CH:19][CH:20]=3)[N:15]([CH2:25][C:26]([O:28][CH2:29][CH3:30])=[O:27])[C:14]=2[CH2:13][CH2:12]1)=[O:10])C1C=CC=CC=1. Product: [CH2:29]([O:28][C:26]([CH2:25][N:15]1[C:14]2[CH2:13][CH2:12][CH:11]([C:9]([OH:10])=[O:8])[CH2:23][C:22]=2[C:21]2[C:16]1=[C:17]([Cl:24])[CH:18]=[CH:19][CH:20]=2)=[O:27])[CH3:30]. The catalyst class is: 63. (9) Reactant: [CH3:1][CH:2]1[C:7](=O)[CH2:6][CH2:5][O:4][CH2:3]1.[CH2:9]([NH2:16])[C:10]1[CH:15]=[CH:14][CH:13]=[CH:12][CH:11]=1.C(O[BH-](OC(=O)C)OC(=O)C)(=O)C.[Na+]. Product: [CH2:9]([NH:16][C@H:7]1[CH2:6][CH2:5][O:4][CH2:3][C@H:2]1[CH3:1])[C:10]1[CH:15]=[CH:14][CH:13]=[CH:12][CH:11]=1. The catalyst class is: 2.